Dataset: Caco-2 cell permeability data measuring drug intestinal absorption for ~900 compounds. Task: Regression/Classification. Given a drug SMILES string, predict its absorption, distribution, metabolism, or excretion properties. Task type varies by dataset: regression for continuous measurements (e.g., permeability, clearance, half-life) or binary classification for categorical outcomes (e.g., BBB penetration, CYP inhibition). For this dataset (caco2_wang), we predict Y. (1) The molecule is CC(C(=O)O)c1ccc2c(c1)N(CCCN1CCCN(C3CC(=O)N(C)C(=O)N3C)CC1)c1ccccc1CO2. The Y is -5.72 log Papp (cm/s). (2) The molecule is COc1cccc(-n2c(=O)n(Cc3c(F)cccc3Br)c(=O)n(C[C@H](N)c3ccccc3)c2=O)c1F. The Y is -4.86 log Papp (cm/s). (3) The compound is CN/C(=N\CCSCc1nc[nH]c1C)NC#N. The Y is -6.04 log Papp (cm/s). (4) The molecule is O=C(O)C[C@H](NC(=O)[C@@H]1CCCN(C(=O)CCC2CCNCC2)C1)c1cccnc1. The Y is -6.21 log Papp (cm/s).